Task: Binary Classification. Given a drug SMILES string, predict its activity (active/inactive) in a high-throughput screening assay against a specified biological target.. Dataset: HIV replication inhibition screening data with 41,000+ compounds from the AIDS Antiviral Screen (1) The compound is Cc1ccccc1NC(=O)C(=O)c1c(O)c2ccc(O)cc2oc1=O. The result is 0 (inactive). (2) The compound is Br.C(COc1cccnc1)=NNC1=NCCN1. The result is 0 (inactive). (3) The molecule is COc1ccc2c(c1)OCC1Cc3ccccc3OC21. The result is 0 (inactive). (4) The compound is CN1CC(=Cc2cccs2)C(=O)C(=Cc2cccs2)C1. The result is 0 (inactive). (5) The molecule is CC(=O)C1CCC2C3CCC4=CC(=O)CCC4(C)C3CCC12C. The result is 0 (inactive).